From a dataset of Full USPTO retrosynthesis dataset with 1.9M reactions from patents (1976-2016). Predict the reactants needed to synthesize the given product. (1) Given the product [NH2:1][C:4]1[CH:5]=[CH:6][C:7]([CH2:10][C:11]#[N:12])=[N:8][CH:9]=1, predict the reactants needed to synthesize it. The reactants are: [N+:1]([C:4]1[CH:5]=[CH:6][C:7]([CH2:10][C:11]#[N:12])=[N:8][CH:9]=1)([O-])=O.Cl[Sn]Cl. (2) Given the product [Cl:36][C:17]1[CH:16]=[C:15]([C:4]2[N:3]([N:2]([CH3:8])[CH3:1])[CH:7]=[CH:6][CH:5]=2)[S:19][C:18]=1[C:20]1[N:24]2[N:25]=[C:26]([CH3:34])[CH:27]=[C:28]([CH:29]([CH2:30][CH3:31])[CH2:32][CH3:33])[C:23]2=[N:22][C:21]=1[CH3:35], predict the reactants needed to synthesize it. The reactants are: [CH3:1][N:2]([CH3:8])[N:3]1[CH:7]=[CH:6][CH:5]=[CH:4]1.[Li]CCCC.Br[C:15]1[S:19][C:18]([C:20]2[N:24]3[N:25]=[C:26]([CH3:34])[CH:27]=[C:28]([CH:29]([CH2:32][CH3:33])[CH2:30][CH3:31])[C:23]3=[N:22][C:21]=2[CH3:35])=[C:17]([Cl:36])[CH:16]=1. (3) Given the product [CH2:35]([C:11]1[C:10]([CH2:9][NH:8][C:6](=[O:7])[O:5][C:1]([CH3:2])([CH3:4])[CH3:3])=[C:19]([C:20]2[CH:25]=[CH:24][C:23]([CH3:26])=[CH:22][CH:21]=2)[C:18]2[C:13](=[CH:14][CH:15]=[C:16]([C:27]3[S:28][CH:29]=[C:30]([C:32]([N:41]([O:42][CH3:43])[CH3:40])=[O:34])[N:31]=3)[CH:17]=2)[N:12]=1)[CH:36]([CH3:37])[CH3:38], predict the reactants needed to synthesize it. The reactants are: [C:1]([O:5][C:6]([NH:8][CH2:9][C:10]1[C:11]([CH2:35][CH:36]([CH3:38])[CH3:37])=[N:12][C:13]2[C:18]([C:19]=1[C:20]1[CH:25]=[CH:24][C:23]([CH3:26])=[CH:22][CH:21]=1)=[CH:17][C:16]([C:27]1[S:28][CH:29]=[C:30]([C:32]([OH:34])=O)[N:31]=1)=[CH:15][CH:14]=2)=[O:7])([CH3:4])([CH3:3])[CH3:2].Cl.[CH3:40][NH:41][O:42][CH3:43].Cl.C(N=C=NCCCN(C)C)C.ON1C2C=CC=CC=2N=N1.C(N(CC)CC)C. (4) Given the product [OH:30][C:31]1[CH:36]=[C:35]([CH:7]2[CH2:16][C:15]3[CH:14]=[C:13]([C:17]([O:19][CH3:20])=[O:18])[CH:12]=[CH:11][C:10]=3[CH2:9][CH2:8]2)[CH:34]=[CH:33][CH:32]=1, predict the reactants needed to synthesize it. The reactants are: FC(F)(F)S(O[C:7]1[CH2:8][CH2:9][C:10]2[CH:11]=[CH:12][C:13]([C:17]([O:19][CH3:20])=[O:18])=[CH:14][C:15]=2[CH:16]=1)(=O)=O.C([O:30][C:31]1[CH:32]=[C:33](B(O)O)[CH:34]=[CH:35][CH:36]=1)C1C=CC=CC=1.